The task is: Predict the reaction yield, written as a fraction of the theoretical maximum amount of product (1.0 means a 100% yield; for example, 0.34 means a 34% yield).. This data is from Reaction yield outcomes from USPTO patents with 853,638 reactions. (1) The reactants are [C:1](O)(=O)C.FC(F)(F)C(O)=O.[CH3:12][O:13][C:14]1[CH:15]=[C:16]([CH2:22][CH2:23][NH2:24])[CH:17]=[CH:18][C:19]=1[O:20][CH3:21].C1N2CN3CN(C2)CN1C3. The catalyst is O. The product is [CH3:12][O:13][C:14]1[CH:15]=[C:16]2[C:17](=[CH:18][C:19]=1[O:20][CH3:21])[CH:1]=[N:24][CH2:23][CH2:22]2. The yield is 0.950. (2) The reactants are C([O:8][C:9]1[N:14]=[C:13]([C:15]([C:17]2[CH:18]=[C:19]([CH:22]=[C:23]([CH3:25])[CH:24]=2)[C:20]#[N:21])=[O:16])[C:12]([CH2:26][CH3:27])=[C:11]([O:28]CC2C=CC=CC=2)[N:10]=1)C1C=CC=CC=1. The catalyst is C(O)C.C1COCC1.[Pd]. The product is [CH2:26]([C:12]1[C:11](=[O:28])[NH:10][C:9](=[O:8])[NH:14][C:13]=1[C:15]([C:17]1[CH:18]=[C:19]([CH:22]=[C:23]([CH3:25])[CH:24]=1)[C:20]#[N:21])=[O:16])[CH3:27]. The yield is 0.840. (3) The reactants are [F:1][C:2]([S:5][C:6]1[CH:14]=[CH:13][C:9]([C:10]([OH:12])=[O:11])=[CH:8][CH:7]=1)([F:4])[F:3].[OH:15]OS([O-])=O.[K+].[OH2:21]. The catalyst is CO.C(OCC)(=O)C. The product is [F:1][C:2]([F:4])([F:3])[S:5]([C:6]1[CH:14]=[CH:13][C:9]([C:10]([OH:12])=[O:11])=[CH:8][CH:7]=1)(=[O:15])=[O:21]. The yield is 0.860. (4) The reactants are [N:1]([CH2:4][C:5]1[CH:10]=[CH:9][C:8]([C:11]([F:14])([F:13])[F:12])=[CH:7][CH:6]=1)=[N+:2]=[N-:3].[O:15]=[C:16]1O[C@H]([C@H](CO)O)[C:19]([O-])=[C:17]1O.[Na+]. The catalyst is O.CN(C)C=O.O.S([O-])([O-])(=O)=O.[Cu+2]. The product is [F:14][C:11]([F:13])([F:12])[C:8]1[CH:7]=[CH:6][C:5]([CH2:4][N:1]2[CH:19]=[C:17]([CH2:16][OH:15])[N:3]=[N:2]2)=[CH:10][CH:9]=1. The yield is 0.820. (5) The reactants are [CH3:1][NH:2][C:3]1[N:8]=[C:7]([CH2:9][C:10](OCC)=[O:11])[CH:6]=[CH:5][CH:4]=1.[H-].[Al+3].[Li+].[H-].[H-].[H-]. The catalyst is C1COCC1. The product is [CH3:1][NH:2][C:3]1[N:8]=[C:7]([CH2:9][CH2:10][OH:11])[CH:6]=[CH:5][CH:4]=1. The yield is 0.790. (6) The reactants are [C:1]([C:3]1[CH:10]=[CH:9][C:6]([CH:7]=O)=[CH:5][CH:4]=1)#[N:2].[NH2:11][C:12]1[N:13]=[N:14][C:15]([CH3:18])=[CH:16][CH:17]=1.C(O[C:22](=[O:37])[C:23]([OH:36])=[CH:24][C:25]([C:27]1[CH:32]=[CH:31][C:30]([CH:33]([CH3:35])[CH3:34])=[CH:29][CH:28]=1)=[O:26])C. No catalyst specified. The product is [OH:36][C:23]1[C:22](=[O:37])[N:11]([C:12]2[N:13]=[N:14][C:15]([CH3:18])=[CH:16][CH:17]=2)[CH:7]([C:6]2[CH:9]=[CH:10][C:3]([C:1]#[N:2])=[CH:4][CH:5]=2)[C:24]=1[C:25](=[O:26])[C:27]1[CH:28]=[CH:29][C:30]([CH:33]([CH3:34])[CH3:35])=[CH:31][CH:32]=1. The yield is 0.300. (7) The reactants are Cl[C:2]1[C:3]2[C:10]([Cl:11])=[C:9]([CH3:12])[S:8][C:4]=2[N:5]=[CH:6][N:7]=1.[SH:13][CH2:14][C:15]([O:17][CH3:18])=[O:16]. The catalyst is CO. The product is [Cl:11][C:10]1[C:3]2[C:2]([S:13][CH2:14][C:15]([O:17][CH3:18])=[O:16])=[N:7][CH:6]=[N:5][C:4]=2[S:8][C:9]=1[CH3:12]. The yield is 0.910. (8) The reactants are [F:1][C:2]1[CH:3]=[CH:4][C:5]([CH:9]([NH2:11])[CH3:10])=[N:6][C:7]=1[CH3:8].Cl[C:13]1[N:18]=[C:17]([NH:19][C:20]2[CH:24]=[C:23]([CH:25]3[CH2:27][CH2:26]3)[NH:22][N:21]=2)[C:16]([Cl:28])=[CH:15][N:14]=1.CCN(C(C)C)C(C)C. The catalyst is CCCCO. The product is [Cl:28][C:16]1[C:17]([NH:19][C:20]2[CH:24]=[C:23]([CH:25]3[CH2:27][CH2:26]3)[NH:22][N:21]=2)=[N:18][C:13]([NH:11][CH:9]([C:5]2[CH:4]=[CH:3][C:2]([F:1])=[C:7]([CH3:8])[N:6]=2)[CH3:10])=[N:14][CH:15]=1. The yield is 0.280. (9) The reactants are [C:1]([C:3]1[C:4]([I:25])=[C:5]([C:20]([O:22][CH2:23][CH3:24])=[O:21])[S:6][C:7]=1[NH:8]CC1C=CC(OC)=CC=1OC)#[N:2].FC(F)(F)C(O)=O. The catalyst is ClCCl. The product is [NH2:8][C:7]1[S:6][C:5]([C:20]([O:22][CH2:23][CH3:24])=[O:21])=[C:4]([I:25])[C:3]=1[C:1]#[N:2]. The yield is 0.880.